From a dataset of Forward reaction prediction with 1.9M reactions from USPTO patents (1976-2016). Predict the product of the given reaction. (1) Given the reactants [NH2:1][C:2]1[S:3][CH:4]=[C:5]([CH2:7][C:8]([O:10][CH2:11][CH3:12])=[O:9])[N:6]=1.[CH:13]1([CH2:19][C@H:20]([N:24]2[C:28](=[O:29])[C@H:27]([CH2:30][CH:31]3[CH2:36][CH2:35][CH2:34][CH2:33][CH2:32]3)[NH:26][C:25]2=[O:37])[C:21](O)=[O:22])[CH2:18][CH2:17][CH2:16][CH2:15][CH2:14]1, predict the reaction product. The product is: [CH2:11]([O:10][C:8](=[O:9])[CH2:7][C:5]1[N:6]=[C:2]([NH:1][C:21](=[O:22])[C@@H:20]([N:24]2[C:28](=[O:29])[C@H:27]([CH2:30][CH:31]3[CH2:36][CH2:35][CH2:34][CH2:33][CH2:32]3)[NH:26][C:25]2=[O:37])[CH2:19][CH:13]2[CH2:14][CH2:15][CH2:16][CH2:17][CH2:18]2)[S:3][CH:4]=1)[CH3:12]. (2) Given the reactants [NH:1]1[C:9]2[C:4](=[CH:5][CH:6]=[CH:7][CH:8]=2)[C:3]([CH2:10][CH:11]([N:17]([CH:24]2[CH2:29][CH2:28][C:27]([N:36]([CH3:38])[CH3:37])([C:30]3[CH:35]=[CH:34][CH:33]=[CH:32][CH:31]=3)[CH2:26][CH2:25]2)C(=O)C(F)(F)F)[C:12]2[NH:16][N:15]=[N:14][N:13]=2)=[CH:2]1.Cl, predict the reaction product. The product is: [NH:1]1[C:9]2[C:4](=[CH:5][CH:6]=[CH:7][CH:8]=2)[C:3]([CH2:10][CH:11]([NH:17][CH:24]2[CH2:29][CH2:28][C:27]([C:30]3[CH:35]=[CH:34][CH:33]=[CH:32][CH:31]=3)([N:36]([CH3:38])[CH3:37])[CH2:26][CH2:25]2)[C:12]2[NH:16][N:15]=[N:14][N:13]=2)=[CH:2]1. (3) Given the reactants Br[C:2]1[CH:3]=[C:4]2[C:8](=[CH:9][C:10]=1[F:11])[NH:7][C:6](=[O:12])[C:5]2([CH3:14])[CH3:13].[CH3:15][N:16](C=O)C, predict the reaction product. The product is: [F:11][C:10]1[CH:9]=[C:8]2[C:4]([C:5]([CH3:14])([CH3:13])[C:6](=[O:12])[NH:7]2)=[CH:3][C:2]=1[C:15]#[N:16].